This data is from NCI-60 drug combinations with 297,098 pairs across 59 cell lines. The task is: Regression. Given two drug SMILES strings and cell line genomic features, predict the synergy score measuring deviation from expected non-interaction effect. (1) Drug 1: COC1=CC(=CC(=C1O)OC)C2C3C(COC3=O)C(C4=CC5=C(C=C24)OCO5)OC6C(C(C7C(O6)COC(O7)C8=CC=CS8)O)O. Drug 2: C1CNP(=O)(OC1)N(CCCl)CCCl. Cell line: CAKI-1. Synergy scores: CSS=51.8, Synergy_ZIP=7.98, Synergy_Bliss=11.1, Synergy_Loewe=-54.4, Synergy_HSA=7.19. (2) Drug 1: CC1C(C(=O)NC(C(=O)N2CCCC2C(=O)N(CC(=O)N(C(C(=O)O1)C(C)C)C)C)C(C)C)NC(=O)C3=C4C(=C(C=C3)C)OC5=C(C(=O)C(=C(C5=N4)C(=O)NC6C(OC(=O)C(N(C(=O)CN(C(=O)C7CCCN7C(=O)C(NC6=O)C(C)C)C)C)C(C)C)C)N)C. Drug 2: CCC(=C(C1=CC=CC=C1)C2=CC=C(C=C2)OCCN(C)C)C3=CC=CC=C3.C(C(=O)O)C(CC(=O)O)(C(=O)O)O. Cell line: SN12C. Synergy scores: CSS=21.7, Synergy_ZIP=8.17, Synergy_Bliss=12.9, Synergy_Loewe=2.04, Synergy_HSA=10.1. (3) Drug 1: CCCS(=O)(=O)NC1=C(C(=C(C=C1)F)C(=O)C2=CNC3=C2C=C(C=N3)C4=CC=C(C=C4)Cl)F. Drug 2: CNC(=O)C1=CC=CC=C1SC2=CC3=C(C=C2)C(=NN3)C=CC4=CC=CC=N4. Cell line: SR. Synergy scores: CSS=65.5, Synergy_ZIP=0.482, Synergy_Bliss=1.33, Synergy_Loewe=-19.7, Synergy_HSA=1.89. (4) Drug 1: CCCS(=O)(=O)NC1=C(C(=C(C=C1)F)C(=O)C2=CNC3=C2C=C(C=N3)C4=CC=C(C=C4)Cl)F. Drug 2: CS(=O)(=O)C1=CC(=C(C=C1)C(=O)NC2=CC(=C(C=C2)Cl)C3=CC=CC=N3)Cl. Cell line: OVCAR-4. Synergy scores: CSS=3.38, Synergy_ZIP=2.43, Synergy_Bliss=4.34, Synergy_Loewe=1.70, Synergy_HSA=1.72. (5) Drug 1: COC1=NC(=NC2=C1N=CN2C3C(C(C(O3)CO)O)O)N. Drug 2: CCC1=C2CN3C(=CC4=C(C3=O)COC(=O)C4(CC)O)C2=NC5=C1C=C(C=C5)O. Cell line: SF-295. Synergy scores: CSS=27.0, Synergy_ZIP=-6.71, Synergy_Bliss=-1.70, Synergy_Loewe=-28.5, Synergy_HSA=-0.614. (6) Drug 1: CC1=C(C=C(C=C1)NC2=NC=CC(=N2)N(C)C3=CC4=NN(C(=C4C=C3)C)C)S(=O)(=O)N.Cl. Synergy scores: CSS=4.61, Synergy_ZIP=1.48, Synergy_Bliss=5.54, Synergy_Loewe=3.98, Synergy_HSA=3.59. Drug 2: CC(CN1CC(=O)NC(=O)C1)N2CC(=O)NC(=O)C2. Cell line: NCI/ADR-RES. (7) Drug 1: CS(=O)(=O)C1=CC(=C(C=C1)C(=O)NC2=CC(=C(C=C2)Cl)C3=CC=CC=N3)Cl. Drug 2: CC1C(C(CC(O1)OC2CC(CC3=C2C(=C4C(=C3O)C(=O)C5=C(C4=O)C(=CC=C5)OC)O)(C(=O)C)O)N)O.Cl. Cell line: DU-145. Synergy scores: CSS=32.1, Synergy_ZIP=21.4, Synergy_Bliss=26.1, Synergy_Loewe=14.8, Synergy_HSA=23.8. (8) Drug 2: C1=CC=C(C(=C1)C(C2=CC=C(C=C2)Cl)C(Cl)Cl)Cl. Synergy scores: CSS=5.48, Synergy_ZIP=5.21, Synergy_Bliss=8.38, Synergy_Loewe=5.47, Synergy_HSA=6.02. Cell line: SW-620. Drug 1: CC1CCC2CC(C(=CC=CC=CC(CC(C(=O)C(C(C(=CC(C(=O)CC(OC(=O)C3CCCCN3C(=O)C(=O)C1(O2)O)C(C)CC4CCC(C(C4)OC)OCCO)C)C)O)OC)C)C)C)OC. (9) Synergy scores: CSS=53.0, Synergy_ZIP=-0.827, Synergy_Bliss=-1.48, Synergy_Loewe=0.480, Synergy_HSA=0.415. Cell line: CCRF-CEM. Drug 1: CC(C)(C#N)C1=CC(=CC(=C1)CN2C=NC=N2)C(C)(C)C#N. Drug 2: C1=NC2=C(N1)C(=S)N=CN2. (10) Drug 1: CC(C)(C#N)C1=CC(=CC(=C1)CN2C=NC=N2)C(C)(C)C#N. Drug 2: CN(CC1=CN=C2C(=N1)C(=NC(=N2)N)N)C3=CC=C(C=C3)C(=O)NC(CCC(=O)O)C(=O)O. Cell line: MALME-3M. Synergy scores: CSS=3.86, Synergy_ZIP=4.45, Synergy_Bliss=1.39, Synergy_Loewe=-0.980, Synergy_HSA=0.0433.